Predict the product of the given reaction. From a dataset of Forward reaction prediction with 1.9M reactions from USPTO patents (1976-2016). (1) Given the reactants Cl[C:2]1[C:11]2[C:6](=[CH:7][CH:8]=[C:9]([F:12])[CH:10]=2)[N:5]=[CH:4][CH:3]=1.[NH:13]1[CH2:18][CH2:17][CH:16]([CH2:19][NH:20][C:21](=[O:27])[O:22][C:23]([CH3:26])([CH3:25])[CH3:24])[CH2:15][CH2:14]1.CCN(C(C)C)C(C)C, predict the reaction product. The product is: [F:12][C:9]1[CH:10]=[C:11]2[C:6](=[CH:7][CH:8]=1)[N:5]=[CH:4][CH:3]=[C:2]2[N:13]1[CH2:18][CH2:17][CH:16]([CH2:19][NH:20][C:21](=[O:27])[O:22][C:23]([CH3:25])([CH3:24])[CH3:26])[CH2:15][CH2:14]1. (2) The product is: [C:1]1([C:7]2[N:8]=[CH:9][N:10]([C:12]3[CH:13]=[CH:14][C:15]([CH2:18][NH:46][C:21](=[O:26])[O:20][CH2:24][C:23]([NH2:22])=[O:25])=[CH:16][CH:17]=3)[CH:11]=2)[CH:2]=[CH:3][CH:4]=[CH:5][CH:6]=1. Given the reactants [C:1]1([C:7]2[N:8]=[CH:9][N:10]([C:12]3[CH:17]=[CH:16][C:15]([CH2:18]O)=[CH:14][CH:13]=3)[CH:11]=2)[CH:6]=[CH:5][CH:4]=[CH:3][CH:2]=1.[O:20]1[CH2:24][C:23](=[O:25])[NH:22][C:21]1=[O:26].C1(P(C2C=CC=CC=2)C2C=CC=CC=2)C=CC=CC=1.[N:46](C(OC(C)C)=O)=NC(OC(C)C)=O.N, predict the reaction product. (3) Given the reactants [C:1]([O:5][C:6]([N:8]([CH2:26][C:27]([O:29][C:30]([CH3:33])([CH3:32])[CH3:31])=[O:28])[C:9]1[CH:14]=[CH:13][CH:12]=[C:11]([CH2:15][NH:16][S:17]([C:20]2[CH:21]=[N:22][CH:23]=[CH:24][CH:25]=2)(=[O:19])=[O:18])[N:10]=1)=[O:7])([CH3:4])([CH3:3])[CH3:2].[CH3:34][C:35]([C:41]1[S:45][C:44]([CH2:46]O)=[CH:43][CH:42]=1)([CH3:40])[CH2:36][CH2:37][CH2:38][CH3:39].C(P(CCCC)CCCC)CCC.CN(C)C(N=NC(N(C)C)=O)=O, predict the reaction product. The product is: [C:1]([O:5][C:6]([N:8]([CH2:26][C:27]([O:29][C:30]([CH3:33])([CH3:32])[CH3:31])=[O:28])[C:9]1[CH:14]=[CH:13][CH:12]=[C:11]([CH:15]([CH2:46][C:44]2[S:45][C:41]([C:35]([CH3:34])([CH3:40])[CH2:36][CH2:37][CH2:38][CH3:39])=[CH:42][CH:43]=2)[NH:16][S:17]([C:20]2[CH:21]=[N:22][CH:23]=[CH:24][CH:25]=2)(=[O:19])=[O:18])[N:10]=1)=[O:7])([CH3:4])([CH3:3])[CH3:2]. (4) Given the reactants [CH3:1][O:2][NH:3][C:4](=O)[O:5]C.[Cl:8][C:9]1[CH:14]=[CH:13][C:12]([N:15]2[CH:19]=[CH:18][C:17]([O:20][CH2:21][C@@H:22]3[C@H:24]([CH3:25])[O:23]3)=[N:16]2)=[CH:11][CH:10]=1.O, predict the reaction product. The product is: [Cl:8][C:9]1[CH:10]=[CH:11][C:12]([N:15]2[CH:19]=[CH:18][C:17]([O:20][CH2:21][CH:22]3[O:23][C:4](=[O:5])[N:3]([O:2][CH3:1])[CH:24]3[CH3:25])=[N:16]2)=[CH:13][CH:14]=1. (5) Given the reactants C(OC1C(=O)N=C(CC2(C3C4C(=CC=CC=4)C=CC=3)CCCC2)N2CCN(C3CC3)C(=O)C=12)C1C=CC=CC=1.O[CH2:41][CH2:42][N:43]([CH:77]1[CH2:80][O:79][CH2:78]1)[C:44]([C:46]1[C:51]([O:52][CH2:53][C:54]2[CH:59]=[CH:58][CH:57]=[CH:56][CH:55]=2)=[C:50]([OH:60])[N:49]=[C:48]([CH2:61][C:62]2([C:67]3[C:76]4[C:71](=[CH:72][CH:73]=[CH:74][CH:75]=4)[CH:70]=[CH:69][CH:68]=3)[CH2:66][CH2:65][CH2:64][CH2:63]2)[N:47]=1)=[O:45], predict the reaction product. The product is: [CH2:53]([O:52][C:51]1[C:50](=[O:60])[N:49]=[C:48]([CH2:61][C:62]2([C:67]3[C:76]4[C:71](=[CH:72][CH:73]=[CH:74][CH:75]=4)[CH:70]=[CH:69][CH:68]=3)[CH2:66][CH2:65][CH2:64][CH2:63]2)[N:47]2[CH2:41][CH2:42][N:43]([CH:77]3[CH2:78][O:79][CH2:80]3)[C:44](=[O:45])[C:46]=12)[C:54]1[CH:59]=[CH:58][CH:57]=[CH:56][CH:55]=1. (6) The product is: [CH3:24][C:13]1[CH:12]=[C:11]([C:3](=[N:2][O:1][CH2:37][C:36]2[CH:35]=[CH:34][C:33]([C:32]([F:31])([F:41])[F:42])=[CH:40][CH:39]=2)[CH2:4][C:5]2[CH:6]=[CH:7][CH:8]=[CH:9][CH:10]=2)[CH:23]=[CH:22][C:14]=1[O:15][CH2:16][C:17]([O:19][CH2:20][CH3:21])=[O:18]. Given the reactants [OH:1][N:2]=[C:3]([C:11]1[CH:23]=[CH:22][C:14]([O:15][CH2:16][C:17]([O:19][CH2:20][CH3:21])=[O:18])=[C:13]([CH3:24])[CH:12]=1)[CH2:4][C:5]1[CH:10]=[CH:9][CH:8]=[CH:7][CH:6]=1.C(=O)([O-])[O-].[Cs+].[Cs+].[F:31][C:32]([F:42])([F:41])[C:33]1[CH:40]=[CH:39][C:36]([CH2:37]Br)=[CH:35][CH:34]=1, predict the reaction product. (7) Given the reactants Br[C:2]1[CH:9]=[CH:8][C:5]([CH:6]=[O:7])=[CH:4][N:3]=1.[S:10]1[CH:14]=[CH:13][C:12](B(O)O)=[CH:11]1, predict the reaction product. The product is: [S:10]1[CH:14]=[CH:13][C:12]([C:2]2[CH:9]=[CH:8][C:5]([CH:6]=[O:7])=[CH:4][N:3]=2)=[CH:11]1.